Dataset: Catalyst prediction with 721,799 reactions and 888 catalyst types from USPTO. Task: Predict which catalyst facilitates the given reaction. (1) Reactant: [CH3:1][C:2]1[C:7]2[CH2:8][O:9][C@@H:10]3[C@H:14]([C:6]=2[CH:5]=[C:4](OS(C(F)(F)F)(=O)=O)[CH:3]=1)[CH2:13][N:12]([C:15]([O:17][CH2:18][CH3:19])=[O:16])[CH2:11]3.[CH3:28]B1OB(C)OB(C)O1.C(=O)([O-])[O-].[K+].[K+]. Product: [CH3:1][C:2]1[C:7]2[CH2:8][O:9][C@@H:10]3[C@H:14]([C:6]=2[CH:5]=[C:4]([CH3:28])[CH:3]=1)[CH2:13][N:12]([C:15]([O:17][CH2:18][CH3:19])=[O:16])[CH2:11]3. The catalyst class is: 77. (2) Reactant: [OH:1][C:2]1[CH:3]=[C:4]([CH:9]=[CH:10][C:11]=1[O:12][CH3:13])[C:5]([O:7][CH3:8])=[O:6].[CH2:14]1[CH2:19][CH:18]2[O:20][CH:17]2[CH2:16][CH2:15]1.[C:21]([O-])([O-])=O.[K+].[K+]. Product: [OH:20][CH:17]1[CH2:18][CH2:19][CH2:14][CH2:15][CH:16]1[O:1][C:2]1[CH:3]=[C:4]([CH:9]=[CH:10][C:11]=1[O:12][CH3:13])[C:5]([O:7][CH2:8][CH3:21])=[O:6]. The catalyst class is: 511. (3) Reactant: [CH3:1][O:2][C:3]([C:5]1[S:6][C:7]([C:10]#[C:11][CH2:12][NH:13][C:14]([O:16][C:17]([CH3:20])([CH3:19])[CH3:18])=[O:15])=[CH:8][CH:9]=1)=[O:4]. Product: [CH3:1][O:2][C:3]([C:5]1[S:6][C:7]([CH2:10][CH2:11][CH2:12][NH:13][C:14]([O:16][C:17]([CH3:20])([CH3:19])[CH3:18])=[O:15])=[CH:8][CH:9]=1)=[O:4]. The catalyst class is: 19. (4) Reactant: [F:1][C:2]1[C:3]([C:9]2[N:10]([CH:15]([CH3:17])[CH3:16])[C:11]([CH3:14])=[N:12][CH:13]=2)=[N:4][C:5]([NH2:8])=[N:6][CH:7]=1.I[C:19]1[CH:34]=[CH:33][C:22]([C:23]([NH:25][CH:26]2[CH2:31][CH2:30][N:29]([CH3:32])[CH2:28][CH2:27]2)=[O:24])=[CH:21][CH:20]=1.CC1(C)C2C(=C(P(C3C=CC=CC=3)C3C=CC=CC=3)C=CC=2)OC2C(P(C3C=CC=CC=3)C3C=CC=CC=3)=CC=CC1=2.C(=O)([O-])[O-].[Cs+].[Cs+]. Product: [F:1][C:2]1[C:3]([C:9]2[N:10]([CH:15]([CH3:17])[CH3:16])[C:11]([CH3:14])=[N:12][CH:13]=2)=[N:4][C:5]([NH:8][C:19]2[CH:34]=[CH:33][C:22]([C:23]([NH:25][CH:26]3[CH2:31][CH2:30][N:29]([CH3:32])[CH2:28][CH2:27]3)=[O:24])=[CH:21][CH:20]=2)=[N:6][CH:7]=1. The catalyst class is: 160. (5) Reactant: [F:1][C:2]1([F:44])[CH2:7][CH2:6][C@H:5]([O:8][C:9]2[C:14]([CH3:15])=[CH:13][C:12]([S:16]([N:19](CC3C=CC(OC)=CC=3OC)[C:20]3[CH:25]=[CH:24][N:23]=[CH:22][N:21]=3)(=[O:18])=[O:17])=[C:11]([F:37])[CH:10]=2)[C@@H:4]([C:38]2[N:42]([CH3:43])[N:41]=[CH:40][CH:39]=2)[CH2:3]1.C([SiH](CC)CC)C.FC(F)(F)C(O)=O. Product: [F:44][C:2]1([F:1])[CH2:7][CH2:6][C@H:5]([O:8][C:9]2[C:14]([CH3:15])=[CH:13][C:12]([S:16]([NH:19][C:20]3[CH:25]=[CH:24][N:23]=[CH:22][N:21]=3)(=[O:18])=[O:17])=[C:11]([F:37])[CH:10]=2)[C@@H:4]([C:38]2[N:42]([CH3:43])[N:41]=[CH:40][CH:39]=2)[CH2:3]1. The catalyst class is: 4. (6) Reactant: [C:1]([O:5][C:6]([NH:8][CH2:9][C@H:10]1[CH2:15][CH2:14][C@H:13]([C:16]([NH:18][C@H:19]([C:38](=[O:51])[NH:39][C:40]2[CH:45]=[CH:44][C:43]([C:46]3[N:47]=[N:48][NH:49][N:50]=3)=[CH:42][CH:41]=2)[CH2:20][C:21]2[CH:26]=[CH:25][C:24]([C:27]3[CH:32]=[CH:31][C:30]([C:33](O)=[O:34])=[C:29]([CH3:36])[C:28]=3[Cl:37])=[CH:23][CH:22]=2)=[O:17])[CH2:12][CH2:11]1)=[O:7])([CH3:4])([CH3:3])[CH3:2].[NH2:52][CH:53]1[CH2:58][CH2:57][N:56]([C:59]([O:61][C:62]([CH3:65])([CH3:64])[CH3:63])=[O:60])[CH2:55][CH2:54]1.C(N(CC)C(C)C)(C)C.F[P-](F)(F)(F)(F)F.CN(C(N(C)C)=[N+]1C2C(=NC=CC=2)[N+]([O-])=N1)C. Product: [C:1]([O:5][C:6]([NH:8][CH2:9][C@H:10]1[CH2:15][CH2:14][C@H:13]([C:16]([NH:18][C@H:19]([C:38](=[O:51])[NH:39][C:40]2[CH:41]=[CH:42][C:43]([C:46]3[N:47]=[N:48][NH:49][N:50]=3)=[CH:44][CH:45]=2)[CH2:20][C:21]2[CH:26]=[CH:25][C:24]([C:27]3[CH:32]=[CH:31][C:30]([C:33]([NH:52][CH:53]4[CH2:54][CH2:55][N:56]([C:59]([O:61][C:62]([CH3:65])([CH3:64])[CH3:63])=[O:60])[CH2:57][CH2:58]4)=[O:34])=[C:29]([CH3:36])[C:28]=3[Cl:37])=[CH:23][CH:22]=2)=[O:17])[CH2:12][CH2:11]1)=[O:7])([CH3:4])([CH3:2])[CH3:3]. The catalyst class is: 618. (7) Reactant: [F:1][C:2]([F:26])([F:25])[C:3]1[CH:24]=[CH:23][CH:22]=[CH:21][C:4]=1[O:5][CH:6]1[CH2:11][CH2:10][N:9]([C:12]2[N:17]=[N:16][C:15]([C:18]([NH2:20])=O)=[CH:14][CH:13]=2)[CH2:8][CH2:7]1.N1C=CC=CC=1.FC(F)(F)C(OC(=O)C(F)(F)F)=O.C([O-])(O)=O.[Na+]. Product: [F:25][C:2]([F:1])([F:26])[C:3]1[CH:24]=[CH:23][CH:22]=[CH:21][C:4]=1[O:5][CH:6]1[CH2:11][CH2:10][N:9]([C:12]2[N:17]=[N:16][C:15]([C:18]#[N:20])=[CH:14][CH:13]=2)[CH2:8][CH2:7]1. The catalyst class is: 155.